From a dataset of Catalyst prediction with 721,799 reactions and 888 catalyst types from USPTO. Predict which catalyst facilitates the given reaction. (1) Reactant: [CH3:1][C:2]1[NH:3][C:4]2[C:9]([C:10]=1[CH:11]1[CH2:16][NH:15][CH2:14][C:13](=[O:17])[CH2:12]1)=[CH:8][CH:7]=[CH:6][CH:5]=2.C(N(CC)CC)C.[Br:25][C:26]1[CH:33]=[CH:32][C:29]([CH2:30]Br)=[CH:28][CH:27]=1. Product: [Br:25][C:26]1[CH:33]=[CH:32][C:29]([CH2:30][N:15]2[CH2:16][CH:11]([C:10]3[C:9]4[C:4](=[CH:5][CH:6]=[CH:7][CH:8]=4)[NH:3][C:2]=3[CH3:1])[CH2:12][C:13](=[O:17])[CH2:14]2)=[CH:28][CH:27]=1. The catalyst class is: 417. (2) Reactant: [CH3:1][C:2]1([CH3:27])[CH2:11][C:10]2[C:5](=[CH:6][CH:7]=[C:8]([C:12]([O:14]C)=[O:13])[CH:9]=2)[NH:4][CH:3]1[C:16]1[CH:21]=[CH:20][CH:19]=[C:18]([S:22](=[O:26])(=[O:25])[NH:23][CH3:24])[CH:17]=1.[OH-].[Na+]. Product: [CH3:1][C:2]1([CH3:27])[CH2:11][C:10]2[C:5](=[CH:6][CH:7]=[C:8]([C:12]([OH:14])=[O:13])[CH:9]=2)[NH:4][CH:3]1[C:16]1[CH:21]=[CH:20][CH:19]=[C:18]([S:22](=[O:26])(=[O:25])[NH:23][CH3:24])[CH:17]=1. The catalyst class is: 83. (3) Reactant: CC1C=CC(S(O[CH2:12][CH2:13][N:14]2[CH2:18][CH2:17][N:16]([CH3:19])[C:15]2=[O:20])(=O)=O)=CC=1.[Br-:21].[Li+].C([O-])(O)=O.[Na+].O. The catalyst class is: 1. Product: [Br:21][CH2:12][CH2:13][N:14]1[CH2:18][CH2:17][N:16]([CH3:19])[C:15]1=[O:20]. (4) Product: [CH2:24]([C:13]1([CH2:1][CH2:2][CH2:3][CH2:4][CH2:5][CH2:6][CH2:7][CH2:8][CH2:9][CH2:10][CH2:11][CH3:12])[C:14]2[CH:18]=[C:17]([Sn:45]([CH2:50][CH2:38][CH2:36][CH3:39])([CH2:46][CH2:47][CH2:48][CH3:49])[CH2:41][CH2:42][CH2:43][CH3:44])[S:16][C:15]=2[C:19]2[S:20][C:21]([Sn:45]([CH2:50][CH2:51][CH2:52][CH3:53])([CH2:46][CH2:47][CH2:48][CH3:49])[CH2:41][CH2:42][CH2:43][CH3:44])=[CH:22][C:23]1=2)[CH2:25][CH2:26][CH2:27][CH2:28][CH2:29][CH2:30][CH2:31][CH2:32][CH2:33][CH2:34][CH3:35]. The catalyst class is: 1. Reactant: [CH2:1]([C:13]1([CH2:24][CH2:25][CH2:26][CH2:27][CH2:28][CH2:29][CH2:30][CH2:31][CH2:32][CH2:33][CH2:34][CH3:35])[C:23]2[CH:22]=[CH:21][S:20][C:19]=2[C:15]2[S:16][CH:17]=[CH:18][C:14]1=2)[CH2:2][CH2:3][CH2:4][CH2:5][CH2:6][CH2:7][CH2:8][CH2:9][CH2:10][CH2:11][CH3:12].[C:36]([Li])([CH3:39])([CH3:38])C.[CH2:41]([Sn:45](Cl)([CH2:50][CH2:51][CH2:52][CH3:53])[CH2:46][CH2:47][CH2:48][CH3:49])[CH2:42][CH2:43][CH3:44].O. (5) Reactant: [CH2:1]([N:8]1[C:12]([O:13][CH3:14])=[N:11][N:10]=[C:9]1Br)[C:2]1[CH:7]=[CH:6][CH:5]=[CH:4][CH:3]=1.[CH:16]1([C:19]2[C:28](B3OC(C)(C)C(C)(C)O3)=[CH:27][C:22]([C:23]([O:25][CH3:26])=[O:24])=[C:21]([CH3:38])[CH:20]=2)[CH2:18][CH2:17]1.C(=O)([O-])[O-].[K+].[K+]. Product: [CH2:1]([N:8]1[C:12]([O:13][CH3:14])=[N:11][N:10]=[C:9]1[C:28]1[C:19]([CH:16]2[CH2:18][CH2:17]2)=[CH:20][C:21]([CH3:38])=[C:22]([CH:27]=1)[C:23]([O:25][CH3:26])=[O:24])[C:2]1[CH:7]=[CH:6][CH:5]=[CH:4][CH:3]=1. The catalyst class is: 38.